Dataset: Full USPTO retrosynthesis dataset with 1.9M reactions from patents (1976-2016). Task: Predict the reactants needed to synthesize the given product. The reactants are: [F:1][CH:2]([F:19])[CH2:3][O:4][C:5]1[CH:15]=[CH:14][C:13]([N+:16]([O-])=O)=[CH:12][C:6]=1[C:7]([O:9][CH2:10][CH3:11])=[O:8]. Given the product [NH2:16][C:13]1[CH:14]=[CH:15][C:5]([O:4][CH2:3][CH:2]([F:1])[F:19])=[C:6]([CH:12]=1)[C:7]([O:9][CH2:10][CH3:11])=[O:8], predict the reactants needed to synthesize it.